From a dataset of Peptide-MHC class I binding affinity with 185,985 pairs from IEDB/IMGT. Regression. Given a peptide amino acid sequence and an MHC pseudo amino acid sequence, predict their binding affinity value. This is MHC class I binding data. The peptide sequence is LETKGVERL. The MHC is HLA-B40:01 with pseudo-sequence HLA-B40:01. The binding affinity (normalized) is 0.715.